From a dataset of TCR-epitope binding with 47,182 pairs between 192 epitopes and 23,139 TCRs. Binary Classification. Given a T-cell receptor sequence (or CDR3 region) and an epitope sequence, predict whether binding occurs between them. The epitope is VSFIEFVGW. The TCR CDR3 sequence is CASSQTRGEGDEQYF. Result: 0 (the TCR does not bind to the epitope).